From a dataset of Reaction yield outcomes from USPTO patents with 853,638 reactions. Predict the reaction yield, written as a fraction of the theoretical maximum amount of product (1.0 means a 100% yield; for example, 0.34 means a 34% yield). (1) The reactants are Br[CH2:2][CH2:3][C:4]1[CH:9]=[CH:8][CH:7]=[C:6]([O:10][CH3:11])[C:5]=1[CH2:12][CH2:13][C:14]1[CH:18]=[CH:17][S:16][CH:15]=1.[C-:19]#[N:20].[K+]. The catalyst is CC(C)=O.CCO.O. The product is [CH3:11][O:10][C:6]1[C:5]([CH2:12][CH2:13][C:14]2[CH:18]=[CH:17][S:16][CH:15]=2)=[C:4]([CH2:3][CH2:2][C:19]#[N:20])[CH:9]=[CH:8][CH:7]=1. The yield is 1.00. (2) The reactants are [CH:1]([S:14][CH2:15][C:16]([OH:18])=O)([C:8]1[CH:13]=[CH:12][CH:11]=[CH:10][CH:9]=1)[C:2]1[CH:7]=[CH:6][CH:5]=[CH:4][CH:3]=1.[CH2:19]([NH2:22])[CH:20]=[CH2:21]. No catalyst specified. The product is [CH2:19]([NH:22][C:16](=[O:18])[CH2:15][S:14][CH:1]([C:2]1[CH:3]=[CH:4][CH:5]=[CH:6][CH:7]=1)[C:8]1[CH:9]=[CH:10][CH:11]=[CH:12][CH:13]=1)[CH:20]=[CH2:21]. The yield is 0.860. (3) The reactants are N[C:2]1[N:7]=[CH:6][C:5]([C:8]2[CH:13]=[CH:12][C:11]([C@@H:14]([N:16]3[CH2:21][CH2:20][C@:19]([CH2:28][CH2:29][CH2:30][OH:31])([C:22]4[CH:27]=[CH:26][CH:25]=[CH:24][CH:23]=4)[O:18][C:17]3=[O:32])[CH3:15])=[CH:10][CH:9]=2)=[CH:4][CH:3]=1.N([O-])=[O:34].[Na+].[OH-].[Na+]. The catalyst is OS(O)(=O)=O. The product is [OH:31][CH2:30][CH2:29][CH2:28][C@@:19]1([C:22]2[CH:27]=[CH:26][CH:25]=[CH:24][CH:23]=2)[O:18][C:17](=[O:32])[N:16]([C@H:14]([C:11]2[CH:10]=[CH:9][C:8]([C:5]3[CH:4]=[CH:3][C:2](=[O:34])[NH:7][CH:6]=3)=[CH:13][CH:12]=2)[CH3:15])[CH2:21][CH2:20]1. The yield is 0.200. (4) The reactants are [CH3:1][NH:2][C:3](=[O:13])[CH2:4][N:5]1[CH:9]=[C:8]([N+:10]([O-])=O)[CH:7]=[N:6]1. The catalyst is CO.[Pd]. The product is [NH2:10][C:8]1[CH:7]=[N:6][N:5]([CH2:4][C:3]([NH:2][CH3:1])=[O:13])[CH:9]=1. The yield is 0.890.